This data is from Full USPTO retrosynthesis dataset with 1.9M reactions from patents (1976-2016). The task is: Predict the reactants needed to synthesize the given product. (1) The reactants are: [C:1]([O:5][C:6](=[O:25])[N:7]([CH2:9][C:10]1[CH:14]=[C:13](Br)[N:12]([S:16]([C:19]2[CH:20]=[N:21][CH:22]=[CH:23][CH:24]=2)(=[O:18])=[O:17])[CH:11]=1)[CH3:8])([CH3:4])([CH3:3])[CH3:2].[F:26][C:27]1[C:32](B(O)O)=[CH:31][CH:30]=[CH:29][N:28]=1.C(=O)([O-])[O-].[Na+].[Na+]. Given the product [C:1]([O:5][C:6](=[O:25])[N:7]([CH2:9][C:10]1[CH:14]=[C:13]([C:32]2[C:27]([F:26])=[N:28][CH:29]=[CH:30][CH:31]=2)[N:12]([S:16]([C:19]2[CH:20]=[N:21][CH:22]=[CH:23][CH:24]=2)(=[O:18])=[O:17])[CH:11]=1)[CH3:8])([CH3:4])([CH3:3])[CH3:2], predict the reactants needed to synthesize it. (2) Given the product [C:39]([N:10]([C:8]1[CH:7]=[CH:6][CH:5]=[C:4]([Cl:3])[N:9]=1)[C:11](=[O:36])[C:12]1[CH:17]=[CH:16][C:15]([C:18]2[CH2:22][C:21]([C:27]3[CH:28]=[C:29]([Cl:34])[CH:30]=[C:31]([Cl:33])[CH:32]=3)([C:23]([F:25])([F:26])[F:24])[O:20][N:19]=2)=[CH:14][C:13]=1[CH3:35])(=[O:41])[CH3:40], predict the reactants needed to synthesize it. The reactants are: [H-].[Na+].[Cl:3][C:4]1[N:9]=[C:8]([NH:10][C:11](=[O:36])[C:12]2[CH:17]=[CH:16][C:15]([C:18]3[CH2:22][C:21]([C:27]4[CH:32]=[C:31]([Cl:33])[CH:30]=[C:29]([Cl:34])[CH:28]=4)([C:23]([F:26])([F:25])[F:24])[O:20][N:19]=3)=[CH:14][C:13]=2[CH3:35])[CH:7]=[CH:6][CH:5]=1.[H][H].[C:39](Cl)(=[O:41])[CH3:40]. (3) Given the product [CH3:12][N:13]([CH3:14])[C:18]1[CH:19]=[CH:20][N:15]=[C:16]([CH2:28][C:27]2[CH:30]=[CH:31][C:24]([O:23][C:4](=[O:5])[N:43]([CH3:36])[C:42]3[CH:11]=[CH:10][CH:9]=[CH:8][CH:41]=3)=[CH:25][CH:26]=2)[CH:17]=1.[ClH:40], predict the reactants needed to synthesize it. The reactants are: CN(C)C[CH2:4][OH:5].[Li][CH2:8][CH2:9][CH2:10][CH3:11].[CH3:12][NH:13][CH3:14].[N:15]1[CH:20]=[CH:19][CH:18]=[CH:17][CH:16]=1.C[Si](C)(C)[O:23][C:24]1[CH:31]=[CH:30][C:27]([CH:28]=O)=[CH:26][CH:25]=1.[Na+].[I-].[CH3:36][Si]([Cl:40])(C)C.[CH3:41][C:42]#[N:43]. (4) The reactants are: C([Si](C)(C)[O:6][CH2:7][CH2:8][N:9]([CH2:36][CH3:37])[CH2:10][CH2:11][CH2:12][CH2:13][O:14][C:15]1[CH:35]=[CH:34][C:18]2[C:19]([C:22]3[CH:27]=[CH:26][C:25]([C:28]#[C:29][CH2:30][N:31]([CH3:33])[CH3:32])=[CH:24][CH:23]=3)=[N:20][S:21][C:17]=2[CH:16]=1)(C)(C)C.[N+](CCCC)(CCCC)(CCCC)CCCC.[F-]. Given the product [CH3:33][N:31]([CH3:32])[CH2:30][C:29]#[C:28][C:25]1[CH:26]=[CH:27][C:22]([C:19]2[C:18]3[CH:34]=[CH:35][C:15]([O:14][CH2:13][CH2:12][CH2:11][CH2:10][N:9]([CH2:36][CH3:37])[CH2:8][CH2:7][OH:6])=[CH:16][C:17]=3[S:21][N:20]=2)=[CH:23][CH:24]=1, predict the reactants needed to synthesize it.